This data is from Forward reaction prediction with 1.9M reactions from USPTO patents (1976-2016). The task is: Predict the product of the given reaction. (1) Given the reactants BrC1C(=O)C(C(O)=O)=CN(C(C)C)C=1C.[Br:16][C:17]1[C:18](=[O:31])[C:19]([C:28]([OH:30])=O)=[CH:20][N:21]([CH:24]2[CH2:27][CH2:26][CH2:25]2)[C:22]=1[CH3:23].Cl.CS(C1C=CC(CN)=CC=1)(=O)=O.[CH3:45][S:46]([C:49]1[CH:50]=[CH:51][C:52]([CH2:55][NH2:56])=[N:53][CH:54]=1)(=[O:48])=[O:47].BrBr, predict the reaction product. The product is: [CH3:45][S:46]([C:49]1[CH:50]=[CH:51][C:52]([CH2:55][NH:56][C:28]([C:19]2[C:18](=[O:31])[C:17]([Br:16])=[C:22]([CH3:23])[N:21]([CH:24]3[CH2:25][CH2:26][CH2:27]3)[CH:20]=2)=[O:30])=[N:53][CH:54]=1)(=[O:48])=[O:47]. (2) Given the reactants [CH3:1][C:2]1[N:7]=[C:6]2[S:8][C:9]3[C:13]([NH2:14])=[N:12][NH:11][C:10]=3[C:5]2=[C:4]([CH3:15])[CH:3]=1.[CH3:16][O:17][C:18]1[CH:25]=[CH:24][C:21]([CH:22]=O)=[CH:20][CH:19]=1.C(O)(=O)C.[BH-](OC(C)=O)(OC(C)=O)OC(C)=O.[Na+].[OH-].[Na+], predict the reaction product. The product is: [CH3:16][O:17][C:18]1[CH:25]=[CH:24][C:21]([CH2:22][NH:14][C:13]2[C:9]3[S:8][C:6]4[C:5]([C:10]=3[NH:11][N:12]=2)=[C:4]([CH3:15])[CH:3]=[C:2]([CH3:1])[N:7]=4)=[CH:20][CH:19]=1. (3) Given the reactants [Cl:1][C:2]1[N:3]=[CH:4][C:5]2[NH:11][C:10](=[O:12])[CH2:9][CH2:8][N:7]([CH:13]3[CH2:17][CH2:16][CH2:15][CH2:14]3)[C:6]=2[N:18]=1.CI.[CH3:21]C(C)=O.C(=O)=O.[H-].[Na+], predict the reaction product. The product is: [Cl:1][C:2]1[N:3]=[CH:4][C:5]2[N:11]([CH3:21])[C:10](=[O:12])[CH2:9][CH2:8][N:7]([CH:13]3[CH2:17][CH2:16][CH2:15][CH2:14]3)[C:6]=2[N:18]=1. (4) Given the reactants [C:1]12([CH2:11][C:12]([NH:14][C:15]3[CH:24]=[CH:23][CH:22]=[C:21]4[C:16]=3[CH:17]=[CH:18][N:19]([CH2:26][C:27]3[CH:32]=[CH:31][CH:30]=[CH:29][CH:28]=3)[C:20]4=[O:25])=[O:13])[CH2:10][CH:5]3[CH2:6][CH:7]([CH2:9][CH:3]([CH2:4]3)[CH2:2]1)[CH2:8]2.C(Cl)Cl.CCOC(C)=O, predict the reaction product. The product is: [C:1]12([CH2:11][C:12]([NH:14][C:15]3[CH:24]=[CH:23][CH:22]=[C:21]4[C:16]=3[CH2:17][CH2:18][N:19]([CH2:26][C:27]3[CH:32]=[CH:31][CH:30]=[CH:29][CH:28]=3)[C:20]4=[O:25])=[O:13])[CH2:10][CH:5]3[CH2:6][CH:7]([CH2:9][CH:3]([CH2:4]3)[CH2:2]1)[CH2:8]2. (5) Given the reactants Cl.[NH:2]1[CH2:7][CH2:6][CH2:5][CH:4]([C:8]2[CH:23]=[CH:22][C:11]([O:12][C:13]3[CH:21]=[CH:20][C:16]([C:17]([NH2:19])=[O:18])=[CH:15][N:14]=3)=[CH:10][CH:9]=2)[CH2:3]1.[CH:24](=O)[CH2:25][CH2:26][CH2:27][CH2:28][CH3:29].[BH4-].[Na+], predict the reaction product. The product is: [CH2:24]([N:2]1[CH2:7][CH2:6][CH2:5][CH:4]([C:8]2[CH:9]=[CH:10][C:11]([O:12][C:13]3[CH:21]=[CH:20][C:16]([C:17]([NH2:19])=[O:18])=[CH:15][N:14]=3)=[CH:22][CH:23]=2)[CH2:3]1)[CH2:25][CH2:26][CH2:27][CH2:28][CH3:29]. (6) Given the reactants [CH2:1]([CH:3]([NH:6][C:7]1[CH:12]=[C:11]([CH3:13])[N:10]=[C:9]([O:14][C:15]2[C:20]([CH3:21])=[CH:19][C:18]([CH2:22][OH:23])=[CH:17][C:16]=2[CH3:24])[C:8]=1[CH3:25])[CH2:4][CH3:5])[CH3:2].[OH-].[Na+].[CH3:28]I, predict the reaction product. The product is: [CH2:1]([CH:3]([NH:6][C:7]1[CH:12]=[C:11]([CH3:13])[N:10]=[C:9]([O:14][C:15]2[C:16]([CH3:24])=[CH:17][C:18]([CH2:22][O:23][CH3:28])=[CH:19][C:20]=2[CH3:21])[C:8]=1[CH3:25])[CH2:4][CH3:5])[CH3:2]. (7) Given the reactants C1(C[O:8][CH2:9][CH2:10][CH:11]=[CH:12][C:13]2[CH2:18][O:17][CH2:16][CH2:15][CH:14]=2)C=CC=CC=1.[H][H], predict the reaction product. The product is: [O:17]1[CH2:16][CH2:15][CH2:14][CH:13]([CH2:12][CH2:11][CH2:10][CH2:9][OH:8])[CH2:18]1. (8) Given the reactants [CH3:1][O:2][C:3]1[CH:11]=[C:10]([N+:12]([O-:14])=[O:13])[CH:9]=[CH:8][C:4]=1[C:5](O)=[O:6].S(Cl)(Cl)=O.O.[NH2:20][NH2:21], predict the reaction product. The product is: [CH3:1][O:2][C:3]1[CH:11]=[C:10]([N+:12]([O-:14])=[O:13])[CH:9]=[CH:8][C:4]=1[C:5]([NH:20][NH2:21])=[O:6]. (9) The product is: [CH2:6]([O:8][C:9](=[O:23])[C@H:10]1[CH2:14][C@H:13]([O:15][Si:28]([C:24]([CH3:27])([CH3:26])[CH3:25])([CH3:31])[CH3:30])[CH2:12][N:11]1[C:16]([O:18][C:19]([CH3:22])([CH3:21])[CH3:20])=[O:17])[CH3:7]. Given the reactants CN(C=O)C.[CH2:6]([O:8][C:9](=[O:23])[C@H:10]1[CH2:14][C@H:13]([OH:15])[CH2:12][N:11]1[C:16]([O:18][C:19]([CH3:22])([CH3:21])[CH3:20])=[O:17])[CH3:7].[C:24]([Si:28]([CH3:31])([CH3:30])Cl)([CH3:27])([CH3:26])[CH3:25].N1C=CN=C1, predict the reaction product.